From a dataset of Reaction yield outcomes from USPTO patents with 853,638 reactions. Predict the reaction yield, written as a fraction of the theoretical maximum amount of product (1.0 means a 100% yield; for example, 0.34 means a 34% yield). (1) The reactants are Cl.[NH2:2][C@@H:3]1[CH2:12][CH2:11][CH2:10][C:9]2[C:8]([C:13]3[S:17][C:16]([C:18]4[CH:19]=[CH:20][C:21]([O:26][CH:27]([CH3:29])[CH3:28])=[C:22]([CH:25]=4)[C:23]#[N:24])=[N:15][CH:14]=3)=[CH:7][CH:6]=[CH:5][C:4]1=2.[S:30](N)([NH2:33])(=[O:32])=[O:31].CCN(C(C)C)C(C)C. The catalyst is O1CCOCC1. The product is [C:23]([C:22]1[CH:25]=[C:18]([C:16]2[S:17][C:13]([C:8]3[CH:7]=[CH:6][CH:5]=[C:4]4[C:9]=3[CH2:10][CH2:11][CH2:12][C@H:3]4[NH:2][S:30]([NH2:33])(=[O:32])=[O:31])=[CH:14][N:15]=2)[CH:19]=[CH:20][C:21]=1[O:26][CH:27]([CH3:29])[CH3:28])#[N:24]. The yield is 0.570. (2) The reactants are [CH3:1][O:2][C:3]([C@H:5]1[CH2:10][CH2:9][C@H:8]([CH2:11][N:12]2[C:16]3[NH:17][C:18](=[O:21])[CH:19]=[CH:20][C:15]=3[N:14]([CH3:22])[C:13]2=[O:23])[CH2:7][CH2:6]1)=[O:4].C([O-])([O-])=O.[K+].[K+].[CH3:30][O:31][C:32]1[CH:33]=[C:34]([CH:37]=[CH:38][CH:39]=1)[CH2:35]Br. The catalyst is CC(=O)CC. The product is [CH3:1][O:2][C:3]([C@H:5]1[CH2:6][CH2:7][C@H:8]([CH2:11][N:12]2[C:16]3=[N:17][C:18]([O:21][CH2:35][C:34]4[CH:37]=[CH:38][CH:39]=[C:32]([O:31][CH3:30])[CH:33]=4)=[CH:19][CH:20]=[C:15]3[N:14]([CH3:22])[C:13]2=[O:23])[CH2:9][CH2:10]1)=[O:4]. The yield is 0.880. (3) The reactants are [NH2:1][C:2]1[C:11]([N+:12]([O-])=O)=[CH:10][CH:9]=[C:8]([O:15][CH3:16])[C:3]=1[C:4]([O:6][CH3:7])=[O:5].O=[C:18]([C:24]1[CH:29]=[CH:28][CH:27]=[CH:26][CH:25]=1)[C:19](OCC)=[O:20]. The catalyst is C(OCC)(=O)C.[Pd]. The product is [CH3:16][O:15][C:8]1[CH:9]=[CH:10][C:11]2[NH:12][C:19](=[O:20])[C:18]([C:24]3[CH:29]=[CH:28][CH:27]=[CH:26][CH:25]=3)=[N:1][C:2]=2[C:3]=1[C:4]([O:6][CH3:7])=[O:5]. The yield is 0.403. (4) The reactants are [C:1]([NH:8][C@H:9]([C:25]([OH:27])=O)[CH2:10][C:11]1[CH:16]=[CH:15][C:14]([O:17][C:18]([O:20][C:21]([CH3:24])([CH3:23])[CH3:22])=[O:19])=[CH:13][CH:12]=1)([O:3][C:4]([CH3:7])([CH3:6])[CH3:5])=[O:2].CC[N:30](C(C)C)C(C)C.C(OC(Cl)=O)C(C)C.N.C(O)(C)C. The catalyst is C1COCC1. The product is [C:21]([O:20][C:18](=[O:19])[O:17][C:14]1[CH:15]=[CH:16][C:11]([CH2:10][C@H:9]([NH:8][C:1]([O:3][C:4]([CH3:7])([CH3:6])[CH3:5])=[O:2])[C:25](=[O:27])[NH2:30])=[CH:12][CH:13]=1)([CH3:24])([CH3:23])[CH3:22]. The yield is 0.620.